Predict the product of the given reaction. From a dataset of Forward reaction prediction with 1.9M reactions from USPTO patents (1976-2016). (1) Given the reactants [NH2:1][C:2]1[C:3]([NH:8][C:9](=O)[C:10]([C@@H:13]2[C:26]3[C:21](=[N:22][C:23]([Cl:27])=[CH:24][CH:25]=3)[O:20][C:19]3[C:14]2=[CH:15][CH:16]=[CH:17][C:18]=3[F:28])([CH3:12])[CH3:11])=[N:4][CH:5]=[CH:6][N:7]=1.O=P(Cl)(Cl)Cl.C([O-])([O-])=O.[Na+].[Na+], predict the reaction product. The product is: [NH:8]1[C:3]2=[N:4][CH:5]=[CH:6][N:7]=[C:2]2[N:1]=[C:9]1[C:10]([C@@H:13]1[C:26]2[C:21](=[N:22][C:23]([Cl:27])=[CH:24][CH:25]=2)[O:20][C:19]2[C:14]1=[CH:15][CH:16]=[CH:17][C:18]=2[F:28])([CH3:12])[CH3:11]. (2) Given the reactants CS(O)(=O)=O.[NH2:6][CH2:7][C:8]1[CH:9]=[C:10]2[C:14](=[CH:15][CH:16]=1)[C:13](=[O:17])[N:12]([CH:18]1[CH2:23][CH2:22][C:21](=[O:24])[NH:20][C:19]1=[O:25])[CH2:11]2.CN(C(ON1N=NC2C=CC=NC1=2)=[N+](C)C)C.F[P-](F)(F)(F)(F)F.[F:50][C:51]([F:65])([C:55]1[CH:60]=[CH:59][CH:58]=[CH:57][C:56]=1[C:61]([F:64])([F:63])[F:62])[C:52](O)=[O:53].C(N(C(C)C)C(C)C)C, predict the reaction product. The product is: [O:25]=[C:19]1[CH:18]([N:12]2[CH2:11][C:10]3[C:14](=[CH:15][CH:16]=[C:8]([CH2:7][NH:6][C:52](=[O:53])[C:51]([F:50])([F:65])[C:55]4[CH:60]=[CH:59][CH:58]=[CH:57][C:56]=4[C:61]([F:62])([F:63])[F:64])[CH:9]=3)[C:13]2=[O:17])[CH2:23][CH2:22][C:21](=[O:24])[NH:20]1.